Predict the reactants needed to synthesize the given product. From a dataset of Full USPTO retrosynthesis dataset with 1.9M reactions from patents (1976-2016). (1) Given the product [CH:17]([N:14]1[CH2:15][CH2:16][N:11]([C:9]([C:6]2[CH:5]=[CH:4][C:3]([CH2:2][N:25]3[CH2:26][CH2:27][CH2:28][CH2:23][CH2:24]3)=[CH:8][N:7]=2)=[O:10])[CH2:12][CH2:13]1)([CH3:19])[CH3:18], predict the reactants needed to synthesize it. The reactants are: O[CH2:2][C:3]1[CH:4]=[CH:5][C:6]([C:9]([N:11]2[CH2:16][CH2:15][N:14]([CH:17]([CH3:19])[CH3:18])[CH2:13][CH2:12]2)=[O:10])=[N:7][CH:8]=1.COC(=O)[C:23]1[CH:28]=[CH:27][C:26](C(N2CCN(C(C)C)CC2)=O)=[N:25][CH:24]=1.C(O[AlH-](OC(C)(C)C)OC(C)(C)C)(C)(C)C.[Li+]. (2) The reactants are: C(OC(=O)[NH:7][C:8]1[CH:13]=[C:12]([N:14]([CH3:16])[CH3:15])[C:11]([C:17]([F:20])([F:19])[F:18])=[CH:10][C:9]=1[NH:21][C:22](=[O:40])[CH2:23][C:24]([C:26]1[CH:31]=[CH:30][CH:29]=[C:28]([C:32]2[C:33]([CH3:39])=[N:34][C:35]([CH3:38])=[CH:36][CH:37]=2)[CH:27]=1)=O)(C)(C)C.C(O)(C(F)(F)F)=O. Given the product [CH3:16][N:14]([CH3:15])[C:12]1[C:11]([C:17]([F:20])([F:19])[F:18])=[CH:10][C:9]2[NH:21][C:22](=[O:40])[CH2:23][C:24]([C:26]3[CH:31]=[CH:30][CH:29]=[C:28]([C:32]4[C:33]([CH3:39])=[N:34][C:35]([CH3:38])=[CH:36][CH:37]=4)[CH:27]=3)=[N:7][C:8]=2[CH:13]=1, predict the reactants needed to synthesize it. (3) Given the product [Cl:1][C:2]1[CH:10]=[CH:9][C:5]([C:6]([NH:43][CH:36]([C:37]2[CH:38]=[CH:39][CH:40]=[CH:41][CH:42]=2)[CH2:35][NH:34][C:33](=[O:44])[O:32][C:28]([CH3:31])([CH3:29])[CH3:30])=[O:7])=[CH:4][C:3]=1[NH:11][C:12]([C:14]1[C:26](=[O:27])[NH:25][C:17]2[N:18]=[C:19]([O:23][CH3:24])[N:20]=[C:21]([CH3:22])[C:16]=2[CH:15]=1)=[O:13], predict the reactants needed to synthesize it. The reactants are: [Cl:1][C:2]1[CH:10]=[CH:9][C:5]([C:6](O)=[O:7])=[CH:4][C:3]=1[NH:11][C:12]([C:14]1[C:26](=[O:27])[NH:25][C:17]2[N:18]=[C:19]([O:23][CH3:24])[N:20]=[C:21]([CH3:22])[C:16]=2[CH:15]=1)=[O:13].[C:28]([O:32][C:33](=[O:44])[NH:34][CH2:35][CH:36]([NH2:43])[C:37]1[CH:42]=[CH:41][CH:40]=[CH:39][CH:38]=1)([CH3:31])([CH3:30])[CH3:29].C(N(CC)CC)C.CN(C(ON1N=NC2C=CC=NC1=2)=[N+](C)C)C.F[P-](F)(F)(F)(F)F. (4) Given the product [CH3:62][C@@H:61]1[CH2:33][CH:28]([O:1][N:2]2[C:7](=[O:8])[C:6]([CH2:9][C:10]3[CH:11]=[CH:12][C:13]([C:16]4[C:17]([C:22]#[N:23])=[CH:18][CH:19]=[CH:20][CH:21]=4)=[CH:14][CH:15]=3)=[C:5]([CH2:24][CH2:25][CH3:26])[N:4]=[C:3]2[CH3:27])[CH2:29][C@H:65]([CH3:66])[O:64]1, predict the reactants needed to synthesize it. The reactants are: [OH:1][N:2]1[C:7](=[O:8])[C:6]([CH2:9][C:10]2[CH:15]=[CH:14][C:13]([C:16]3[C:17]([C:22]#[N:23])=[CH:18][CH:19]=[CH:20][CH:21]=3)=[CH:12][CH:11]=2)=[C:5]([CH2:24][CH2:25][CH3:26])[N:4]=[C:3]1[CH3:27].[C:28]1(P(C2C=CC=CC=2)C2C=CC=CC=2)[CH:33]=CC=C[CH:29]=1.N(C(OC(C)C)=O)=NC(OC(C)C)=O.[C:61]([O:64][CH2:65][CH3:66])(=O)[CH3:62].